Predict the reactants needed to synthesize the given product. From a dataset of Full USPTO retrosynthesis dataset with 1.9M reactions from patents (1976-2016). (1) Given the product [C:26]([CH:24]([NH:25][C:2]1[C:11]([C:12]([OH:14])=[O:13])=[CH:10][C:9]2[C:4](=[CH:5][CH:6]=[C:7]([Cl:15])[CH:8]=2)[N:3]=1)[CH2:23][C:22]1[CH:29]=[CH:30][C:19]([C:16]([OH:18])=[O:17])=[CH:20][CH:21]=1)([OH:28])=[O:27], predict the reactants needed to synthesize it. The reactants are: Cl[C:2]1[C:11]([C:12]([OH:14])=[O:13])=[CH:10][C:9]2[C:4](=[CH:5][CH:6]=[C:7]([Cl:15])[CH:8]=2)[N:3]=1.[C:16]([C:19]1[CH:30]=[CH:29][C:22]([CH2:23][CH:24]([C:26]([OH:28])=[O:27])[NH2:25])=[CH:21][CH:20]=1)([OH:18])=[O:17]. (2) Given the product [O:14]=[C:12]1[CH:11]=[C:10]([C:16]([O:18][CH3:19])=[O:17])[C:2]2[C:3](=[CH:5][CH:6]=[CH:7][CH:8]=2)[NH:4]1, predict the reactants needed to synthesize it. The reactants are: I[C:2]1[CH:8]=[CH:7][CH:6]=[CH:5][C:3]=1[NH2:4].C/[C:10](/[C:16]([O-:18])=[O:17])=[C:11](\C)/[C:12]([O-:14])=O.[CH2:19](N(CC)CC)C. (3) Given the product [N:2]12[CH2:9][CH2:8][CH:5]([CH2:6][CH2:7]1)[C@@H:4]([NH:10][C:11]([C:13]1[O:14][C:15]([C:19]3[CH:24]=[CH:23][CH:22]=[CH:21][CH:20]=3)=[CH:16][CH:17]=1)=[O:12])[CH2:3]2, predict the reactants needed to synthesize it. The reactants are: Cl.[N:2]12[CH2:9][CH2:8][CH:5]([CH2:6][CH2:7]1)[C@@H:4]([NH:10][C:11]([C:13]1[O:14][C:15](Br)=[CH:16][CH:17]=1)=[O:12])[CH2:3]2.[C:19]1(B(O)O)[CH:24]=[CH:23][CH:22]=[CH:21][CH:20]=1.C(=O)([O-])[O-].[Cs+].[Cs+].C(O)C. (4) The reactants are: [CH3:1][S:2]([C:5]1[CH:10]=[CH:9][C:8]([C:11]2[C:12]([NH2:23])=[CH:13][C:14]([N:17]3[CH2:22][CH2:21][O:20][CH2:19][CH2:18]3)=[N:15][CH:16]=2)=[CH:7][CH:6]=1)(=[O:4])=[O:3].Cl[C:25]1[C:34]2[C:29](=[CH:30][C:31]([F:36])=[CH:32][C:33]=2[F:35])[N:28]=[C:27]([CH:37]2[CH2:39][CH2:38]2)[C:26]=1[CH3:40].C1(P(C2CCCCC2)C2C=CC=CC=2C2C(C(C)C)=CC(C(C)C)=CC=2C(C)C)CCCCC1.CC(C)([O-])C.[Na+]. Given the product [CH:37]1([C:27]2[C:26]([CH3:40])=[C:25]([NH:23][C:12]3[C:11]([C:8]4[CH:7]=[CH:6][C:5]([S:2]([CH3:1])(=[O:3])=[O:4])=[CH:10][CH:9]=4)=[CH:16][N:15]=[C:14]([N:17]4[CH2:22][CH2:21][O:20][CH2:19][CH2:18]4)[CH:13]=3)[C:34]3[C:29](=[CH:30][C:31]([F:36])=[CH:32][C:33]=3[F:35])[N:28]=2)[CH2:38][CH2:39]1, predict the reactants needed to synthesize it. (5) Given the product [Cl:1][C:2]1[N:7]=[C:6]2[CH:8]=[C:9]([CH2:18][N:20]3[C:24]4=[CH:25][N:26]=[CH:27][CH:28]=[C:23]4[C:22]4([CH2:29][CH2:30]4)[C:21]3=[O:31])[N:10]([CH2:11][CH2:12][CH2:13][S:14]([CH3:17])(=[O:16])=[O:15])[C:5]2=[CH:4][CH:3]=1, predict the reactants needed to synthesize it. The reactants are: [Cl:1][C:2]1[N:7]=[C:6]2[CH:8]=[C:9]([CH2:18]Cl)[N:10]([CH2:11][CH2:12][CH2:13][S:14]([CH3:17])(=[O:16])=[O:15])[C:5]2=[CH:4][CH:3]=1.[NH:20]1[C:24]2=[CH:25][N:26]=[CH:27][CH:28]=[C:23]2[C:22]2([CH2:30][CH2:29]2)[C:21]1=[O:31].[Na]. (6) Given the product [CH3:1][C:2]1[CH:7]=[CH:6][C:5]([S:8]([O:11][CH2:12][C@@H:13]2[O:19][C:18]3[C:20]([C:25]4[C:30]([Cl:31])=[CH:29][CH:28]=[CH:27][C:26]=4[Cl:32])=[CH:21][C:22]([F:24])=[CH:23][C:17]=3[CH2:16][CH2:15][CH2:14]2)(=[O:10])=[O:9])=[CH:4][CH:3]=1, predict the reactants needed to synthesize it. The reactants are: [CH3:1][C:2]1[CH:7]=[CH:6][C:5]([S:8]([O:11][CH2:12][C@@H:13]2[O:19][C:18]3[C:20]([C:25]4[C:30]([Cl:31])=[CH:29][CH:28]=[CH:27][C:26]=4[Cl:32])=[CH:21][C:22]([F:24])=[CH:23][C:17]=3[CH2:16][CH:15]=[CH:14]2)(=[O:10])=[O:9])=[CH:4][CH:3]=1.[H][H].